This data is from Catalyst prediction with 721,799 reactions and 888 catalyst types from USPTO. The task is: Predict which catalyst facilitates the given reaction. Reactant: [CH3:1][N:2]1[C:10]2[C:5](=[CH:6][CH:7]=[CH:8][CH:9]=2)[C:4]2([CH2:12][CH2:11]2)[C:3]1=[O:13].[N+:14]([O-])([OH:16])=[O:15].O. Product: [CH3:1][N:2]1[C:10]2[C:5](=[CH:6][C:7]([N+:14]([O-:16])=[O:15])=[CH:8][CH:9]=2)[C:4]2([CH2:12][CH2:11]2)[C:3]1=[O:13]. The catalyst class is: 15.